From a dataset of Blood-brain barrier permeability classification from the B3DB database. Regression/Classification. Given a drug SMILES string, predict its absorption, distribution, metabolism, or excretion properties. Task type varies by dataset: regression for continuous measurements (e.g., permeability, clearance, half-life) or binary classification for categorical outcomes (e.g., BBB penetration, CYP inhibition). Dataset: b3db_classification. (1) The compound is OCCOCCOCCN1CCN([C@@H](c2ccccc2)c2ccc(Cl)cc2)CC1. The result is 1 (penetrates BBB). (2) The molecule is Cc1cccc(C)c1NC1=NCCCS1. The result is 1 (penetrates BBB).